Dataset: NCI-60 drug combinations with 297,098 pairs across 59 cell lines. Task: Regression. Given two drug SMILES strings and cell line genomic features, predict the synergy score measuring deviation from expected non-interaction effect. (1) Drug 1: CC1=C(C(=CC=C1)Cl)NC(=O)C2=CN=C(S2)NC3=CC(=NC(=N3)C)N4CCN(CC4)CCO. Drug 2: CC12CCC3C(C1CCC2O)C(CC4=C3C=CC(=C4)O)CCCCCCCCCS(=O)CCCC(C(F)(F)F)(F)F. Cell line: RPMI-8226. Synergy scores: CSS=-11.1, Synergy_ZIP=8.96, Synergy_Bliss=9.66, Synergy_Loewe=-10.1, Synergy_HSA=-9.66. (2) Drug 1: CC1CCC2CC(C(=CC=CC=CC(CC(C(=O)C(C(C(=CC(C(=O)CC(OC(=O)C3CCCCN3C(=O)C(=O)C1(O2)O)C(C)CC4CCC(C(C4)OC)O)C)C)O)OC)C)C)C)OC. Drug 2: CCN(CC)CCNC(=O)C1=C(NC(=C1C)C=C2C3=C(C=CC(=C3)F)NC2=O)C. Cell line: MCF7. Synergy scores: CSS=4.52, Synergy_ZIP=-1.37, Synergy_Bliss=-1.13, Synergy_Loewe=-1.65, Synergy_HSA=-0.434. (3) Drug 1: CC1=C(C(CCC1)(C)C)C=CC(=CC=CC(=CC(=O)O)C)C. Drug 2: C1CN(P(=O)(OC1)NCCCl)CCCl. Cell line: HCT116. Synergy scores: CSS=-1.25, Synergy_ZIP=-3.10, Synergy_Bliss=-9.23, Synergy_Loewe=-5.61, Synergy_HSA=-7.49. (4) Drug 1: C1=CC(=C2C(=C1NCCNCCO)C(=O)C3=C(C=CC(=C3C2=O)O)O)NCCNCCO. Drug 2: CC1C(C(CC(O1)OC2CC(OC(C2O)C)OC3=CC4=CC5=C(C(=O)C(C(C5)C(C(=O)C(C(C)O)O)OC)OC6CC(C(C(O6)C)O)OC7CC(C(C(O7)C)O)OC8CC(C(C(O8)C)O)(C)O)C(=C4C(=C3C)O)O)O)O. Cell line: HL-60(TB). Synergy scores: CSS=56.8, Synergy_ZIP=5.70, Synergy_Bliss=4.68, Synergy_Loewe=-18.3, Synergy_HSA=3.91.